Dataset: Peptide-MHC class I binding affinity with 185,985 pairs from IEDB/IMGT. Task: Regression. Given a peptide amino acid sequence and an MHC pseudo amino acid sequence, predict their binding affinity value. This is MHC class I binding data. (1) The peptide sequence is RPRVAQLTF. The MHC is HLA-B15:17 with pseudo-sequence HLA-B15:17. The binding affinity (normalized) is 0.525. (2) The peptide sequence is NITLKIIETY. The MHC is HLA-A33:01 with pseudo-sequence HLA-A33:01. The binding affinity (normalized) is 0.0815. (3) The peptide sequence is SAICSVVRRA. The MHC is Patr-A0301 with pseudo-sequence Patr-A0301. The binding affinity (normalized) is 0.177. (4) The peptide sequence is DKHYWDAIRF. The MHC is Mamu-B17 with pseudo-sequence Mamu-B17. The binding affinity (normalized) is 0.